Dataset: Full USPTO retrosynthesis dataset with 1.9M reactions from patents (1976-2016). Task: Predict the reactants needed to synthesize the given product. (1) Given the product [CH3:34][CH2:33][O:32][C:37]([CH3:36])=[O:27].[CH3:2][CH2:1][CH2:5][CH2:10][CH2:9][CH3:8], predict the reactants needed to synthesize it. The reactants are: [C:1]([C:5]1C=C(C2C=CC=C(C3N=C(C)C4C(C=3)=CC([O:27]C)=C(OC)C=4)C=2)[CH:8]=[CH:9][CH:10]=1)(C)(C)[CH3:2].[O:32]1[CH2:37][CH2:36]O[CH2:34][CH2:33]1. (2) The reactants are: Cl.[CH2:2]([N:9]1[CH2:14][CH2:13][CH:12]([N:15]([CH3:27])[C:16](=[O:26])[CH2:17][O:18][C:19]2[CH:24]=[N:23][CH:22]=[C:21]([Cl:25])[N:20]=2)[CH2:11][CH2:10]1)[C:3]1[CH:8]=[CH:7][CH:6]=[CH:5][CH:4]=1.Cl.[CH3:29][NH:30][CH3:31]. Given the product [ClH:25].[CH2:2]([N:9]1[CH2:14][CH2:13][CH:12]([N:15]([CH3:27])[C:16](=[O:26])[CH2:17][O:18][C:19]2[CH:24]=[N:23][CH:22]=[C:21]([N:30]([CH3:31])[CH3:29])[N:20]=2)[CH2:11][CH2:10]1)[C:3]1[CH:8]=[CH:7][CH:6]=[CH:5][CH:4]=1, predict the reactants needed to synthesize it.